From a dataset of Catalyst prediction with 721,799 reactions and 888 catalyst types from USPTO. Predict which catalyst facilitates the given reaction. (1) Product: [CH3:1][O:2][C:3]1[CH:8]=[C:7]([O:9][CH3:10])[CH:6]=[C:5]([N:11]2[CH:15]=[C:14]([CH3:16])[N:13]=[C:12]2[C:17]2[CH:18]=[N:19][CH:20]=[CH:21][C:22]=2[CH3:23])[C:4]=1[NH2:24]. Reactant: [CH3:1][O:2][C:3]1[C:4]([N+:24]([O-])=O)=[C:5]([N:11]2[CH:15]=[C:14]([CH3:16])[N:13]=[C:12]2[C:17]2[CH:18]=[N:19][CH:20]=[CH:21][C:22]=2[CH3:23])[CH:6]=[C:7]([O:9][CH3:10])[CH:8]=1.C1COCC1.C([O-])=O.[NH4+]. The catalyst class is: 43. (2) Reactant: [Br:1][C:2]1[CH:7]=[CH:6][C:5]([C:8]([NH2:11])([CH3:10])[CH3:9])=[CH:4][CH:3]=1.[C:12](O[C:12]([O:14][C:15]([CH3:18])([CH3:17])[CH3:16])=[O:13])([O:14][C:15]([CH3:18])([CH3:17])[CH3:16])=[O:13].C(N(CC)CC)C. Product: [Br:1][C:2]1[CH:3]=[CH:4][C:5]([C:8]([NH:11][C:12](=[O:13])[O:14][C:15]([CH3:18])([CH3:17])[CH3:16])([CH3:9])[CH3:10])=[CH:6][CH:7]=1. The catalyst class is: 2.